This data is from Full USPTO retrosynthesis dataset with 1.9M reactions from patents (1976-2016). The task is: Predict the reactants needed to synthesize the given product. (1) Given the product [Cl:1][C:2]1[CH:3]=[C:4]([OH:20])[CH:7]=[CH:8][C:9]=1[O:10][CH3:11], predict the reactants needed to synthesize it. The reactants are: [Cl:1][C:2]1[CH:3]=[C:4]([CH:7]=[CH:8][C:9]=1[O:10][CH3:11])C=O.ClC1C=CC=C(C(OO)=[O:20])C=1. (2) Given the product [CH3:1][O:2][C:3](=[O:26])[C@H:4]([O:14][C:15]1[CH:20]=[CH:19][C:18]([F:21])=[C:17]([C:22](=[O:24])[NH2:23])[C:16]=1[F:25])[CH2:5][OH:6], predict the reactants needed to synthesize it. The reactants are: [CH3:1][O:2][C:3](=[O:26])[C@H:4]([O:14][C:15]1[CH:20]=[CH:19][C:18]([F:21])=[C:17]([C:22](=[O:24])[NH2:23])[C:16]=1[F:25])[CH2:5][O:6]CC1C=CC=CC=1. (3) Given the product [CH3:1][N:2]1[CH2:15][CH2:14][C:13]2[C:12]3[CH:11]=[C:10]([CH3:16])[CH:9]=[CH:8][C:7]=3[N:6]([CH2:34][CH2:35][C:36]3[CH:41]=[CH:40][CH:39]=[CH:38][CH:37]=3)[C:5]=2[CH2:4][CH2:3]1, predict the reactants needed to synthesize it. The reactants are: [CH3:1][N:2]1[CH2:15][CH2:14][C:13]2[C:12]3[CH:11]=[C:10]([CH3:16])[CH:9]=[CH:8][C:7]=3[NH:6][C:5]=2[CH2:4][CH2:3]1.N1CCC[C@H]1C(O)=O.[O-]P([O-])([O-])=O.[K+].[K+].[K+].Br[CH2:34][CH2:35][C:36]1[CH:41]=[CH:40][CH:39]=[CH:38][CH:37]=1. (4) Given the product [Cl:49][C:14]1[N:8]2[CH:9]=[CH:10][N:11]=[C:7]2[N:6]=[CH:16][CH:15]=1, predict the reactants needed to synthesize it. The reactants are: S(O)(O)(=O)=O.[NH2:6][C:7]1[NH:8][CH:9]=[CH:10][N:11]=1.CO[CH:14](OC)[CH2:15][C:16](OCC)=O.N1CCCCC1.O.C1(C)C=CC(S(O)(=O)=O)=CC=1.C([O-])([O-])=O.[K+].[K+].O=P(Cl)(Cl)[Cl:49].